Dataset: Full USPTO retrosynthesis dataset with 1.9M reactions from patents (1976-2016). Task: Predict the reactants needed to synthesize the given product. Given the product [C:1]([C:3]1[CH:8]=[CH:7][C:6]([CH3:9])=[C:5]([OH:13])[CH:4]=1)#[N:2], predict the reactants needed to synthesize it. The reactants are: [C:1]([C:3]1[CH:8]=[CH:7][C:6]([CH3:9])=[C:5](N)[CH:4]=1)#[N:2].Cl.N([O-])=[O:13].[Na+].C1(C)C=CC=CC=1.